Task: Binary Classification. Given a drug SMILES string, predict its activity (active/inactive) in a high-throughput screening assay against a specified biological target.. Dataset: Cav3 T-type calcium channel HTS with 100,875 compounds (1) The drug is OC12C(C(N(CC1)CC(=O)Nc1c(cc(cc1)C)C)c1cc(OC)c(O)cc1)CCCC2. The result is 0 (inactive). (2) The result is 0 (inactive). The compound is S(=O)(=O)(N(c1cc(OC)ccc1)CC(O)=O)c1ccccc1.